From a dataset of Catalyst prediction with 721,799 reactions and 888 catalyst types from USPTO. Predict which catalyst facilitates the given reaction. (1) Reactant: [H-].[Na+].[N:3]1[CH:8]=[CH:7][C:6]([C:9]2[N:13]3[CH2:14][CH2:15][CH2:16][NH:17][C:12]3=[N:11][N:10]=2)=[CH:5][CH:4]=1.Cl[CH:19]([C:21]1[N:25]=[C:24]([C:26]2[CH:31]=[CH:30][CH:29]=[C:28]([Cl:32])[CH:27]=2)[O:23][N:22]=1)[CH3:20].O. Product: [Cl:32][C:28]1[CH:27]=[C:26]([C:24]2[O:23][N:22]=[C:21]([C@@H:19]([N:17]3[CH2:16][CH2:15][CH2:14][N:13]4[C:9]([C:6]5[CH:7]=[CH:8][N:3]=[CH:4][CH:5]=5)=[N:10][N:11]=[C:12]34)[CH3:20])[N:25]=2)[CH:31]=[CH:30][CH:29]=1. The catalyst class is: 3. (2) Reactant: [NH2:1][C:2]1[C:7]([F:8])=[CH:6][N:5]=[C:4]([OH:9])[N:3]=1.C/C(/O[Si](C)(C)C)=N\[Si](C)(C)C.Cl[C:23]([O:25][CH2:26][C:27]1[CH:32]=[CH:31][CH:30]=[CH:29][CH:28]=1)=[O:24]. Product: [NH2:1][C:2]1[C:7]([F:8])=[CH:6][N:5]([C:23]([O:25][CH2:26][C:27]2[CH:32]=[CH:31][CH:30]=[CH:29][CH:28]=2)=[O:24])[C:4](=[O:9])[N:3]=1. The catalyst class is: 10.